Dataset: Forward reaction prediction with 1.9M reactions from USPTO patents (1976-2016). Task: Predict the product of the given reaction. (1) Given the reactants [NH2:1][C@H:2]1[CH2:7][CH2:6][CH2:5][N:4]([CH2:8][C:9]2[C:30]([C:31]([F:34])([F:33])[F:32])=[CH:29][C:12]([C:13]([NH:15][CH2:16][C:17]3[CH:22]=[C:21]([Cl:23])[CH:20]=[CH:19][C:18]=3[S:24]([CH2:27][CH3:28])(=[O:26])=[O:25])=[O:14])=[CH:11][C:10]=2[Cl:35])[CH2:3]1.[CH3:36][C:37]([O:40][C:41]([N:43]1[CH2:47][CH2:46][CH2:45][C@H:44]1[C:48](O)=[O:49])=[O:42])([CH3:39])[CH3:38], predict the reaction product. The product is: [Cl:35][C:10]1[CH:11]=[C:12]([C:13](=[O:14])[NH:15][CH2:16][C:17]2[CH:22]=[C:21]([Cl:23])[CH:20]=[CH:19][C:18]=2[S:24]([CH2:27][CH3:28])(=[O:26])=[O:25])[CH:29]=[C:30]([C:31]([F:34])([F:33])[F:32])[C:9]=1[CH2:8][N:4]1[CH2:5][CH2:6][CH2:7][C@H:2]([NH:1][C:48]([C@@H:44]2[CH2:45][CH2:46][CH2:47][N:43]2[C:41]([O:40][C:37]([CH3:39])([CH3:38])[CH3:36])=[O:42])=[O:49])[CH2:3]1. (2) Given the reactants [C:1]1([C:7]2[C:11]([C:12](O)=[O:13])=[C:10]([C:15]([F:18])([F:17])[F:16])[O:9][N:8]=2)[CH:6]=[CH:5][CH:4]=[CH:3][CH:2]=1.C(N(CC)CC)C.C(OC(Cl)=O)C.[BH4-].[Na+], predict the reaction product. The product is: [C:1]1([C:7]2[C:11]([CH2:12][OH:13])=[C:10]([C:15]([F:17])([F:18])[F:16])[O:9][N:8]=2)[CH:2]=[CH:3][CH:4]=[CH:5][CH:6]=1. (3) The product is: [Cl:29][C:24]1[CH:23]=[C:22]([CH:27]=[CH:26][C:25]=1[Cl:28])[CH2:21][N:18]1[CH2:19][CH2:20][NH:15][CH2:16][CH2:17]1. Given the reactants FC(F)(F)C(O)=O.C(OC([N:15]1[CH2:20][CH2:19][N:18]([CH2:21][C:22]2[CH:27]=[CH:26][C:25]([Cl:28])=[C:24]([Cl:29])[CH:23]=2)[CH2:17][CH2:16]1)=O)(C)(C)C.[OH-].[Na+], predict the reaction product.